From a dataset of Peptide-MHC class I binding affinity with 185,985 pairs from IEDB/IMGT. Regression. Given a peptide amino acid sequence and an MHC pseudo amino acid sequence, predict their binding affinity value. This is MHC class I binding data. (1) The peptide sequence is DDEANHLL. The MHC is Mamu-B8701 with pseudo-sequence Mamu-B8701. The binding affinity (normalized) is 0.152. (2) The peptide sequence is IILANERYR. The MHC is HLA-A68:01 with pseudo-sequence HLA-A68:01. The binding affinity (normalized) is 0.581.